From a dataset of Full USPTO retrosynthesis dataset with 1.9M reactions from patents (1976-2016). Predict the reactants needed to synthesize the given product. (1) Given the product [N+:1]([C:4]1[C:5](=[O:18])[N:6]([CH2:10][C:11]([OH:13])=[O:12])[CH:7]=[CH:8][CH:9]=1)([O-:3])=[O:2], predict the reactants needed to synthesize it. The reactants are: [N+:1]([C:4]1[C:5](=[O:18])[N:6]([CH2:10][C:11]([O:13]C(C)(C)C)=[O:12])[CH:7]=[CH:8][CH:9]=1)([O-:3])=[O:2].FC(F)(F)C(O)=O. (2) Given the product [Cl:1][C:2]1[CH:7]=[C:6]2[NH:8][C:9](=[O:30])[C:10]3([CH:11]([C:25](=[CH2:29])[CH2:26][CH2:27][CH3:28])[N:12]4[C:31]([CH3:32])=[N:24][N:23]=[C:13]4[CH2:14][CH:15]3[C:16]3[CH:21]=[CH:20][CH:19]=[C:18]([Cl:22])[CH:17]=3)[C:5]2=[CH:4][CH:3]=1, predict the reactants needed to synthesize it. The reactants are: [Cl:1][C:2]1[CH:7]=[C:6]2[NH:8][C:9](=[O:30])[C:10]3([CH:15]([C:16]4[CH:21]=[CH:20][CH:19]=[C:18]([Cl:22])[CH:17]=4)[CH2:14][C:13](=[N:23][NH2:24])[NH:12][CH:11]3[C:25](=[CH2:29])[CH2:26][CH2:27][CH3:28])[C:5]2=[CH:4][CH:3]=1.[C:31](O)(=O)[CH3:32]. (3) Given the product [C:35]([O:39][C:40](=[O:47])[CH2:41][CH2:42][CH2:43][CH2:44][CH2:45][O:32][C:28]1[CH:29]=[CH:30][CH:31]=[C:26]([CH2:25][C@H:12]([NH:11][C:10](=[O:33])[C@@H:8]([NH:7][C:6]([O:5][C:1]([CH3:4])([CH3:3])[CH3:2])=[O:34])[CH3:9])[C@@H:13]([OH:24])[CH2:14][C@H:15]([C:17](=[O:23])[NH:18][CH2:19][CH2:20][CH2:21][CH3:22])[CH3:16])[CH:27]=1)([CH3:38])([CH3:37])[CH3:36], predict the reactants needed to synthesize it. The reactants are: [C:1]([O:5][C:6](=[O:34])[NH:7][C@H:8]([C:10](=[O:33])[NH:11][C@@H:12]([CH2:25][C:26]1[CH:31]=[CH:30][CH:29]=[C:28]([OH:32])[CH:27]=1)[C@@H:13]([OH:24])[CH2:14][C@H:15]([C:17](=[O:23])[NH:18][CH2:19][CH2:20][CH2:21][CH3:22])[CH3:16])[CH3:9])([CH3:4])([CH3:3])[CH3:2].[C:35]([O:39][C:40](=[O:47])[CH2:41][CH2:42][CH2:43][CH2:44][CH2:45]Br)([CH3:38])([CH3:37])[CH3:36].O.[I-].[K+]. (4) Given the product [CH3:12][C:7]1([CH3:13])[C:6]2([CH2:5][CH:4]([CH:3]=[O:2])[CH2:16][CH2:15][CH2:14]2)[CH:11]=[CH:10][CH2:9][CH2:8]1, predict the reactants needed to synthesize it. The reactants are: C[O:2][CH:3]=[C:4]1[CH2:16][CH2:15][CH2:14][C:6]2([CH:11]=[CH:10][CH2:9][CH2:8][C:7]2([CH3:13])[CH3:12])[CH2:5]1.Cl. (5) Given the product [CH:18]1([N:13]2[C:12]([C:36]3[CH:37]=[CH:38][C:33]([CH3:32])=[CH:34][CH:35]=3)=[C:11]3[C:15]([CH2:16][CH2:17][NH:8][CH2:9][CH2:10]3)=[N:14]2)[CH2:19][CH2:20][CH2:21][CH2:22][CH2:23]1, predict the reactants needed to synthesize it. The reactants are: C(OC([N:8]1[CH2:17][CH2:16][C:15]2[C:11](=[C:12](OS(C(F)(F)F)(=O)=O)[N:13]([CH:18]3[CH2:23][CH2:22][CH2:21][CH2:20][CH2:19]3)[N:14]=2)[CH2:10][CH2:9]1)=O)(C)(C)C.[CH3:32][C:33]1[CH:38]=[CH:37][C:36](B(O)O)=[CH:35][CH:34]=1. (6) Given the product [Br:12][CH2:13][CH2:14][CH2:15][S:1][C:2]1[CH:3]=[CH:4][C:5]([C:6]([O:8][CH3:9])=[O:7])=[CH:10][CH:11]=1, predict the reactants needed to synthesize it. The reactants are: [SH:1][C:2]1[CH:11]=[CH:10][C:5]([C:6]([O:8][CH3:9])=[O:7])=[CH:4][CH:3]=1.[Br:12][CH2:13][CH2:14][CH2:15]Br.C(=O)([O-])[O-].[K+].[K+].